This data is from NCI-60 drug combinations with 297,098 pairs across 59 cell lines. The task is: Regression. Given two drug SMILES strings and cell line genomic features, predict the synergy score measuring deviation from expected non-interaction effect. Drug 1: C1=NC2=C(N=C(N=C2N1C3C(C(C(O3)CO)O)O)F)N. Drug 2: CC1=C(C(=O)C2=C(C1=O)N3CC4C(C3(C2COC(=O)N)OC)N4)N. Cell line: UACC-257. Synergy scores: CSS=8.67, Synergy_ZIP=-2.07, Synergy_Bliss=-0.0110, Synergy_Loewe=-15.9, Synergy_HSA=-3.12.